From a dataset of Forward reaction prediction with 1.9M reactions from USPTO patents (1976-2016). Predict the product of the given reaction. Given the reactants [C:1]([N:4]1[CH2:9][CH2:8][CH:7]([C:10]([N:12]([CH2:21][CH2:22][CH2:23][N:24]2[CH2:29][CH2:28][CH:27]([CH2:30][C:31]3[CH:36]=[CH:35][C:34]([NH2:37])=[CH:33][CH:32]=3)[CH2:26][CH2:25]2)[C:13]2[CH:18]=[CH:17][C:16]([Cl:19])=[C:15]([Cl:20])[CH:14]=2)=[O:11])[CH2:6][CH2:5]1)(=[O:3])[CH3:2].C(N(CC)CC)C.[C:45](Cl)(=[O:47])[CH3:46].[OH-].[Na+], predict the reaction product. The product is: [C:1]([N:4]1[CH2:9][CH2:8][CH:7]([C:10]([N:12]([CH2:21][CH2:22][CH2:23][N:24]2[CH2:25][CH2:26][CH:27]([CH2:30][C:31]3[CH:32]=[CH:33][C:34]([NH:37][C:45](=[O:47])[CH3:46])=[CH:35][CH:36]=3)[CH2:28][CH2:29]2)[C:13]2[CH:18]=[CH:17][C:16]([Cl:19])=[C:15]([Cl:20])[CH:14]=2)=[O:11])[CH2:6][CH2:5]1)(=[O:3])[CH3:2].